This data is from Catalyst prediction with 721,799 reactions and 888 catalyst types from USPTO. The task is: Predict which catalyst facilitates the given reaction. Reactant: [C:1]([C:3]1[CH:8]=[CH:7][CH:6]=[CH:5][C:4]=1B(O)O)#[N:2].Br[C:13]1[CH:22]=[C:21]2[C:16]([CH:17]=[CH:18][C:19]([C:23]([NH:25][C:26]3[CH:27]=[N:28][CH:29]=[CH:30][C:31]=3[N:32]3[CH2:37][C@H:36]([C:38]([F:41])([F:40])[F:39])[CH2:35][C@H:34]([NH:42][C:43](=[O:49])[O:44][C:45]([CH3:48])([CH3:47])[CH3:46])[CH2:33]3)=[O:24])=[N:20]2)=[N:15][CH:14]=1.N#N. Product: [C:1]([C:3]1[CH:8]=[CH:7][CH:6]=[CH:5][C:4]=1[C:13]1[CH:22]=[C:21]2[C:16]([CH:17]=[CH:18][C:19]([C:23]([NH:25][C:26]3[CH:27]=[N:28][CH:29]=[CH:30][C:31]=3[N:32]3[CH2:37][C@H:36]([C:38]([F:40])([F:41])[F:39])[CH2:35][C@H:34]([NH:42][C:43](=[O:49])[O:44][C:45]([CH3:47])([CH3:46])[CH3:48])[CH2:33]3)=[O:24])=[N:20]2)=[N:15][CH:14]=1)#[N:2]. The catalyst class is: 760.